Dataset: Full USPTO retrosynthesis dataset with 1.9M reactions from patents (1976-2016). Task: Predict the reactants needed to synthesize the given product. (1) Given the product [CH3:36][C:10]1([CH2:9][OH:8])[S:16][CH2:15][CH2:14][N:13]2[C:17]([C:20]3([C:23]4[CH:28]=[CH:27][C:26]([C:29]5[CH:30]=[CH:31][C:32]([CH3:35])=[CH:33][CH:34]=5)=[CH:25][CH:24]=4)[CH2:22][CH2:21]3)=[N:18][N:19]=[C:12]2[CH2:11]1, predict the reactants needed to synthesize it. The reactants are: [Si]([O:8][CH2:9][C:10]1([CH3:36])[S:16][CH2:15][CH2:14][N:13]2[C:17]([C:20]3([C:23]4[CH:28]=[CH:27][C:26]([C:29]5[CH:34]=[CH:33][C:32]([CH3:35])=[CH:31][CH:30]=5)=[CH:25][CH:24]=4)[CH2:22][CH2:21]3)=[N:18][N:19]=[C:12]2[CH2:11]1)(C(C)(C)C)(C)C.Cl. (2) Given the product [Br:27][C:25]1[N:26]=[C:21]2[CH:20]=[C:19]([C:35]3[CH:40]=[CH:39][CH:38]=[CH:37][CH:36]=3)[C:18]([C:15]3[CH:14]=[CH:13][C:12]([C:8]4([NH2:7])[CH2:11][CH2:10][CH2:9]4)=[CH:17][CH:16]=3)=[N:23][N:22]2[C:24]=1[C:28]1[CH:29]=[CH:30][C:31]([F:34])=[CH:32][CH:33]=1, predict the reactants needed to synthesize it. The reactants are: C(OC(=O)[NH:7][C:8]1([C:12]2[CH:17]=[CH:16][C:15]([C:18]3[C:19]([C:35]4[CH:40]=[CH:39][CH:38]=[CH:37][CH:36]=4)=[CH:20][C:21]4[N:22]([C:24]([C:28]5[CH:33]=[CH:32][C:31]([F:34])=[CH:30][CH:29]=5)=[C:25]([Br:27])[N:26]=4)[N:23]=3)=[CH:14][CH:13]=2)[CH2:11][CH2:10][CH2:9]1)(C)(C)C. (3) Given the product [CH:15]1([O:14][CH2:13][C:6]2[NH:7][N:8]=[CH:9][C:5]=2[C:3]2[N:29]=[C:27]([NH:26][C:22]3[N:21]=[C:20]([CH3:19])[CH:25]=[CH:24][N:23]=3)[S:28][CH:2]=2)[CH2:18][CH2:17][CH2:16]1, predict the reactants needed to synthesize it. The reactants are: Br[CH2:2][C:3]([C:5]1[C:6]([CH2:13][O:14][CH:15]2[CH2:18][CH2:17][CH2:16]2)=[N:7][N:8](COC)[CH:9]=1)=O.[CH3:19][C:20]1[CH:25]=[CH:24][N:23]=[C:22]([NH:26][C:27]([NH2:29])=[S:28])[N:21]=1. (4) Given the product [F:1][C:2]1[CH:7]=[C:6]([F:8])[CH:5]=[CH:4][C:3]=1[C:9]1[N:14]=[C:13]([CH:15]([C:24]2[C:31]([F:32])=[CH:30][C:27]([C:28]#[N:29])=[CH:26][C:25]=2[F:33])[C:16](=[O:23])[C:17]#[CH:18])[CH:12]=[CH:11][CH:10]=1, predict the reactants needed to synthesize it. The reactants are: [F:1][C:2]1[CH:7]=[C:6]([F:8])[CH:5]=[CH:4][C:3]=1[C:9]1[N:14]=[C:13]([CH:15]([C:24]2[C:31]([F:32])=[CH:30][C:27]([C:28]#[N:29])=[CH:26][C:25]=2[F:33])[C:16](=[O:23])[C:17]#[C:18][Si](C)(C)C)[CH:12]=[CH:11][CH:10]=1.O.[F-].C([N+](CCCC)(CCCC)CCCC)CCC. (5) Given the product [CH:22]1([N:19]2[CH2:18][CH2:17][N:16]([C:13]3[N:12]=[CH:11][C:10]([NH:9][C:8]([N:42]4[CH2:43][CH2:44][CH:39]([CH3:38])[CH2:40][CH2:41]4)=[O:27])=[CH:15][CH:14]=3)[CH2:21][CH2:20]2)[CH2:23][CH2:24][CH2:25][CH2:26]1, predict the reactants needed to synthesize it. The reactants are: C1(O[C:8](=[O:27])[NH:9][C:10]2[CH:11]=[N:12][C:13]([N:16]3[CH2:21][CH2:20][N:19]([CH:22]4[CH2:26][CH2:25][CH2:24][CH2:23]4)[CH2:18][CH2:17]3)=[CH:14][CH:15]=2)C=CC=CC=1.C1(OC(Cl)=O)C=CC=CC=1.[CH3:38][CH:39]1[CH2:44][CH2:43][NH:42][CH2:41][CH2:40]1.CN(C=O)C. (6) Given the product [NH2:1][C:2]1[O:3][C@H:4]([C:28]([F:31])([F:30])[F:29])[CH2:5][C@:6]([C:10]2[CH:11]=[C:12]([NH:18][C:19](=[O:27])[C:20]3[CH:25]=[CH:24][C:23]([C:36]#[C:35][CH:32]4[CH2:34][CH2:33]4)=[CH:22][N:21]=3)[CH:13]=[C:14]([F:17])[C:15]=2[F:16])([CH2:8][F:9])[N:7]=1, predict the reactants needed to synthesize it. The reactants are: [NH2:1][C:2]1[O:3][C@H:4]([C:28]([F:31])([F:30])[F:29])[CH2:5][C@:6]([C:10]2[CH:11]=[C:12]([NH:18][C:19](=[O:27])[C:20]3[CH:25]=[CH:24][C:23](Br)=[CH:22][N:21]=3)[CH:13]=[C:14]([F:17])[C:15]=2[F:16])([CH2:8][F:9])[N:7]=1.[CH:32]1([C:35]#[CH:36])[CH2:34][CH2:33]1.C1(C)C=CC=CC=1.C(NCC)C.